Dataset: Forward reaction prediction with 1.9M reactions from USPTO patents (1976-2016). Task: Predict the product of the given reaction. (1) Given the reactants [NH2:1][C:2]1[CH:7]=[CH:6][C:5]([N:8]2[CH2:13][CH2:12][CH2:11][CH:10]([N:14]3[CH2:19][CH2:18][N:17]([C:20](=[O:22])[CH3:21])[CH2:16][CH2:15]3)[CH2:9]2)=[CH:4][C:3]=1[O:23][CH3:24].CS([C:28]1[N:33]=[CH:32][C:31]2=[CH:34][CH:35]=[C:36]([C:37]3[CH:42]=[CH:41][CH:40]=[CH:39][C:38]=3[O:43][CH3:44])[N:30]2[N:29]=1)=O.C(N(CC)C(C)C)(C)C, predict the reaction product. The product is: [CH3:24][O:23][C:3]1[CH:4]=[C:5]([N:8]2[CH2:13][CH2:12][CH2:11][CH:10]([N:14]3[CH2:15][CH2:16][N:17]([C:20](=[O:22])[CH3:21])[CH2:18][CH2:19]3)[CH2:9]2)[CH:6]=[CH:7][C:2]=1[NH:1][C:28]1[N:33]=[CH:32][C:31]2=[CH:34][CH:35]=[C:36]([C:37]3[CH:42]=[CH:41][CH:40]=[CH:39][C:38]=3[O:43][CH3:44])[N:30]2[N:29]=1. (2) The product is: [OH:9][CH2:8][C:6]1[CH:7]=[C:2]([O:20][CH3:22])[C:3](=[O:19])[N:4]([CH2:10][C:11]2[CH:16]=[CH:15][C:14]([O:17][CH3:18])=[CH:13][CH:12]=2)[N:5]=1. Given the reactants Br[C:2]1[C:3](=[O:19])[N:4]([CH2:10][C:11]2[CH:16]=[CH:15][C:14]([O:17][CH3:18])=[CH:13][CH:12]=2)[N:5]=[C:6]([CH2:8][OH:9])[CH:7]=1.[OH-:20].[K+].[CH3:22]O, predict the reaction product.